From a dataset of Full USPTO retrosynthesis dataset with 1.9M reactions from patents (1976-2016). Predict the reactants needed to synthesize the given product. (1) Given the product [CH:1]([C:4]1[CH:9]=[CH:8][C:7]([O:10][CH2:11][CH:13]2[CH2:14][O:15]2)=[CH:6][CH:5]=1)([CH3:3])[CH3:2], predict the reactants needed to synthesize it. The reactants are: [CH:1]([C:4]1[CH:9]=[CH:8][C:7]([OH:10])=[CH:6][CH:5]=1)([CH3:3])[CH3:2].[CH2:11]([CH:13]1[O:15][CH2:14]1)Cl. (2) The reactants are: [N:1]1[C:5]2[CH:6]=[CH:7][CH:8]=[CH:9][C:4]=2[NH:3][C:2]=1[CH2:10][C:11]#[N:12].[S:13]1[C:17]2[CH:18]=[CH:19][CH:20]=[CH:21][C:16]=2[C:15]([CH:22]([C:27]([CH3:29])=O)[C:23](OC)=[O:24])=[CH:14]1.C([O-])(=O)C.[NH4+]. Given the product [S:13]1[C:17]2[CH:18]=[CH:19][CH:20]=[CH:21][C:16]=2[C:15]([C:22]2[C:23](=[O:24])[N:3]3[C:2]([NH:1][C:5]4[CH:6]=[CH:7][CH:8]=[CH:9][C:4]=43)=[C:10]([C:11]#[N:12])[C:27]=2[CH3:29])=[CH:14]1, predict the reactants needed to synthesize it. (3) Given the product [F:20][C:18]1[CH:19]=[C:14]([CH:15]=[C:16]([F:25])[C:17]=1[C:21]([F:24])([F:23])[F:22])[O:13][C:12]([F:27])([F:26])[C:8]1[C:9]([F:11])=[CH:10][C:5]([C:44]2[CH:45]=[CH:46][C:41]([CH:38]3[CH2:37][CH2:36][CH:35]([CH2:33][CH3:34])[CH2:40][CH2:39]3)=[CH:42][C:43]=2[F:50])=[CH:6][C:7]=1[F:28], predict the reactants needed to synthesize it. The reactants are: [OH-].NN.Br[C:5]1[CH:10]=[C:9]([F:11])[C:8]([C:12]([F:27])([F:26])[O:13][C:14]2[CH:15]=[C:16]([F:25])[C:17]([C:21]([F:24])([F:23])[F:22])=[C:18]([F:20])[CH:19]=2)=[C:7]([F:28])[CH:6]=1.B([O-])=O.[Na+].[CH2:33]([CH:35]1[CH2:40][CH2:39][CH:38]([C:41]2[CH:46]=[CH:45][C:44](B(O)O)=[C:43]([F:50])[CH:42]=2)[CH2:37][CH2:36]1)[CH3:34]. (4) Given the product [O:18]1[CH2:19][CH2:20][CH2:21][CH:17]1[CH2:16][O:4][C:3]1[CH:5]=[CH:6][CH:7]=[CH:8][C:2]=1[CH:1]=[O:9], predict the reactants needed to synthesize it. The reactants are: [CH:1](=[O:9])[C:2]1[C:3](=[CH:5][CH:6]=[CH:7][CH:8]=1)[OH:4].CN(C=O)C.Br[CH2:16][CH:17]1[CH2:21][CH2:20][CH2:19][O:18]1. (5) Given the product [NH:1]([C:2]1[CH:7]=[CH:6][C:5]([NH:8]/[C:9](=[C:16]2\[C:17](=[O:25])[NH:18][C:19]3[C:24]\2=[CH:23][CH:22]=[CH:21][CH:20]=3)/[C:10]2[CH:15]=[CH:14][CH:13]=[CH:12][CH:11]=2)=[CH:4][CH:3]=1)[C:27]([NH2:28])=[NH:26], predict the reactants needed to synthesize it. The reactants are: [NH2:1][C:2]1[CH:7]=[CH:6][C:5]([NH:8]/[C:9](=[C:16]2\[C:17](=[O:25])[NH:18][C:19]3[C:24]\2=[CH:23][CH:22]=[CH:21][CH:20]=3)/[C:10]2[CH:15]=[CH:14][CH:13]=[CH:12][CH:11]=2)=[CH:4][CH:3]=1.[N:26]#[C:27][NH2:28].